From a dataset of Catalyst prediction with 721,799 reactions and 888 catalyst types from USPTO. Predict which catalyst facilitates the given reaction. The catalyst class is: 12. Reactant: [C:1]1([O:7][CH2:8][CH2:9][C:10]([OH:12])=O)[CH:6]=[CH:5][CH:4]=[CH:3][CH:2]=1.CCN=C=NCCCN(C)C.Cl.C1C=CC2N(O)N=NC=2C=1.[Cl:35][C:36]1[C:41]([Cl:42])=[CH:40][CH:39]=[CH:38][C:37]=1[N:43]1[CH2:48][CH2:47][NH:46][CH2:45][CH2:44]1.CCN(C(C)C)C(C)C. Product: [Cl:35][C:36]1[C:41]([Cl:42])=[CH:40][CH:39]=[CH:38][C:37]=1[N:43]1[CH2:48][CH2:47][N:46]([C:10](=[O:12])[CH2:9][CH2:8][O:7][C:1]2[CH:2]=[CH:3][CH:4]=[CH:5][CH:6]=2)[CH2:45][CH2:44]1.